Predict the reaction yield, written as a fraction of the theoretical maximum amount of product (1.0 means a 100% yield; for example, 0.34 means a 34% yield). From a dataset of Reaction yield outcomes from USPTO patents with 853,638 reactions. (1) The reactants are [C:1]([O:5][C:6]([N:8]([CH2:25][C@H:26]1[CH2:35][CH2:34][C:33]2[C:28](=[CH:29][CH:30]=[C:31]([C:36]([O:38]CC)=[O:37])[CH:32]=2)[O:27]1)[CH2:9][C@@H:10]([C:12]1[CH:13]=[N:14][C:15]([N:18]2[C:22]([CH3:23])=[CH:21][CH:20]=[C:19]2[CH3:24])=[CH:16][CH:17]=1)[OH:11])=[O:7])([CH3:4])([CH3:3])[CH3:2].[OH-].[Na+]. The catalyst is CCO. The product is [C:1]([O:5][C:6]([N:8]([CH2:25][C@H:26]1[CH2:35][CH2:34][C:33]2[C:28](=[CH:29][CH:30]=[C:31]([C:36]([OH:38])=[O:37])[CH:32]=2)[O:27]1)[CH2:9][C@@H:10]([C:12]1[CH:13]=[N:14][C:15]([N:18]2[C:22]([CH3:23])=[CH:21][CH:20]=[C:19]2[CH3:24])=[CH:16][CH:17]=1)[OH:11])=[O:7])([CH3:4])([CH3:2])[CH3:3]. The yield is 0.720. (2) The reactants are Cl[C:2]1[C:3]2[C:10]([C:11]3[CH:16]=[CH:15][CH:14]=[CH:13][CH:12]=3)=[C:9]([C:17]([O:19][CH3:20])=[O:18])[S:8][C:4]=2[N:5]=[CH:6][N:7]=1.CCN(C(C)C)C(C)C.[CH2:30]1[C@H:36]2[NH:37][C@H:32]([CH2:33][CH:34]([OH:38])[CH2:35]2)[CH2:31]1. The catalyst is C1COCC1.O. The product is [OH:38][CH:34]1[CH2:33][CH:32]2[N:37]([C:2]3[C:3]4[C:10]([C:11]5[CH:16]=[CH:15][CH:14]=[CH:13][CH:12]=5)=[C:9]([C:17]([O:19][CH3:20])=[O:18])[S:8][C:4]=4[N:5]=[CH:6][N:7]=3)[CH:36]([CH2:30][CH2:31]2)[CH2:35]1. The yield is 0.440. (3) The yield is 0.600. The product is [F:14][C:8]1[CH:9]=[C:10]([F:13])[CH:11]=[CH:12][C:7]=1[O:6][C:5]1[C:4]([OH:3])=[N:36][C:34]([S:33][CH3:32])=[N:35][CH:37]=1. The catalyst is C1COCC1.CCO. The reactants are C([O:3][C:4](=O)[CH2:5][O:6][C:7]1[CH:12]=[CH:11][C:10]([F:13])=[CH:9][C:8]=1[F:14])C.C(OCC)=O.[H-].[Na+].[O-]CC.[Na+].S(O)(O)(=O)=O.[CH3:32][S:33][C:34](=[NH:36])[NH2:35].[CH3:37]SC(=N)N. (4) The reactants are [Cl:1][C:2]1[CH:3]=[C:4]([CH2:10][C:11]([OH:13])=[O:12])[CH:5]=[CH:6][C:7]=1[S:8][CH3:9].S(=O)(=O)(O)O.[CH3:19]O. No catalyst specified. The product is [CH3:19][O:12][C:11](=[O:13])[CH2:10][C:4]1[CH:5]=[CH:6][C:7]([S:8][CH3:9])=[C:2]([Cl:1])[CH:3]=1. The yield is 0.855. (5) The reactants are Br[CH:2]([C:4]1[O:5][C:6](=[O:20])[C:7]2[C:12]([C:13]=1[C:14]1[CH:19]=[CH:18][CH:17]=[CH:16][CH:15]=1)=[CH:11][CH:10]=[CH:9][CH:8]=2)[CH3:3].[N:21]1[C:29]([NH2:30])=[C:28]2[C:24]([NH:25][CH:26]=[N:27]2)=[N:23][C:22]=1[NH2:31]. No catalyst specified. The product is [NH2:31][C:22]1[N:23]=[C:24]2[C:28]([N:27]=[CH:26][N:25]2[CH:2]([C:4]2[O:5][C:6](=[O:20])[C:7]3[C:12]([C:13]=2[C:14]2[CH:19]=[CH:18][CH:17]=[CH:16][CH:15]=2)=[CH:11][CH:10]=[CH:9][CH:8]=3)[CH3:3])=[C:29]([NH2:30])[N:21]=1. The yield is 0.310. (6) The reactants are Br[C:2]1[CH:3]=[C:4]([S:8]([NH:11][C:12]2[CH:21]=[CH:20][C:15]([C:16]([O:18][CH3:19])=[O:17])=[C:14]([OH:22])[CH:13]=2)(=[O:10])=[O:9])[S:5][C:6]=1[Cl:7].[NH2:23][C:24]([C:26]1[CH:31]=[CH:30][C:29](B(O)O)=[CH:28][CH:27]=1)=[O:25]. No catalyst specified. The product is [C:24]([C:26]1[CH:31]=[CH:30][C:29]([C:2]2[CH:3]=[C:4]([S:8]([NH:11][C:12]3[CH:21]=[CH:20][C:15]([C:16]([O:18][CH3:19])=[O:17])=[C:14]([OH:22])[CH:13]=3)(=[O:10])=[O:9])[S:5][C:6]=2[Cl:7])=[CH:28][CH:27]=1)(=[O:25])[NH2:23]. The yield is 0.360. (7) The reactants are [C:1]([O:5][C:6]([N:8]1[CH2:13][CH2:12][C:11]([CH3:17])([C:14]([OH:16])=[O:15])[CH2:10][CH2:9]1)=[O:7])([CH3:4])([CH3:3])[CH3:2].[CH3:18][Si](C=[N+]=[N-])(C)C. The catalyst is CO.C1(C)C=CC=CC=1. The product is [CH3:17][C:11]1([C:14]([O:16][CH3:18])=[O:15])[CH2:12][CH2:13][N:8]([C:6]([O:5][C:1]([CH3:4])([CH3:2])[CH3:3])=[O:7])[CH2:9][CH2:10]1. The yield is 1.00. (8) The reactants are [CH3:1][O:2][C:3](=[O:24])[C:4]1[CH:9]=[CH:8][CH:7]=[C:6]([CH2:10][N:11]([C:17]2[CH:22]=[CH:21][CH:20]=[CH:19][C:18]=2I)[C:12](=[O:16])[C:13]#[C:14][CH3:15])[CH:5]=1.[F:25][C:26]1[CH:31]=[CH:30][C:29](B(O)O)=[CH:28][CH:27]=1. The catalyst is C1COCC1.[Pd].C1(P(C2C=CC=CC=2)C2C=CC=CC=2)C=CC=CC=1.C1(P(C2C=CC=CC=2)C2C=CC=CC=2)C=CC=CC=1.C1(P(C2C=CC=CC=2)C2C=CC=CC=2)C=CC=CC=1.C1(P(C2C=CC=CC=2)C2C=CC=CC=2)C=CC=CC=1.S1C=CC=C1C(O)=O.[Cu]. The product is [CH3:1][O:2][C:3](=[O:24])[C:4]1[CH:9]=[CH:8][CH:7]=[C:6]([CH2:10][N:11]2[C:17]3[C:22](=[CH:21][CH:20]=[CH:19][CH:18]=3)[C:13](=[C:14]([C:29]3[CH:30]=[CH:31][C:26]([F:25])=[CH:27][CH:28]=3)[CH3:15])[C:12]2=[O:16])[CH:5]=1. The yield is 0.600. (9) The reactants are [CH3:1][C:2]1([CH3:12])[O:6][C@@H:5]([CH2:7][CH2:8][OH:9])[C:4]([CH3:11])([CH3:10])[O:3]1.C(N(CC)CC)C.[CH3:20][S:21](Cl)(=[O:23])=[O:22].O. The catalyst is ClCCl. The product is [CH3:1][C:2]1([CH3:12])[O:6][C@@H:5]([CH2:7][CH2:8][O:9][S:21]([CH3:20])(=[O:23])=[O:22])[C:4]([CH3:11])([CH3:10])[O:3]1. The yield is 0.620. (10) The product is [C:1]([O:5][C:6](=[O:20])[NH:7][CH2:8][C:9]1[CH:14]=[CH:13][C:12]([C:15]([F:18])([F:17])[F:16])=[C:11]([N:19]=[C:21]=[S:22])[CH:10]=1)([CH3:4])([CH3:2])[CH3:3]. No catalyst specified. The reactants are [C:1]([O:5][C:6](=[O:20])[NH:7][CH2:8][C:9]1[CH:14]=[CH:13][C:12]([C:15]([F:18])([F:17])[F:16])=[C:11]([NH2:19])[CH:10]=1)([CH3:4])([CH3:3])[CH3:2].[C:21](N1C=CC=CC1=O)(N1C=CC=CC1=O)=[S:22]. The yield is 0.860.